Dataset: Forward reaction prediction with 1.9M reactions from USPTO patents (1976-2016). Task: Predict the product of the given reaction. (1) Given the reactants [NH2:1][C@H:2]1[CH2:7][C@@H:6]([CH3:8])[CH2:5][N:4]([C:9]2[CH:14]=[CH:13][N:12]=[CH:11][C:10]=2[NH:15][C:16]([C:18]2[CH:27]=[CH:26][C:25]3[C:20](=[CH:21][C:22](Br)=[CH:23][N:24]=3)[N:19]=2)=[O:17])[CH2:3]1.[F:29][C:30]1[CH:35]=[CH:34][CH:33]=[C:32]([F:36])[C:31]=1B1OC(C)(C)C(C)(C)O1.C([O-])([O-])=O.[Cs+].[Cs+], predict the reaction product. The product is: [NH2:1][C@H:2]1[CH2:7][C@@H:6]([CH3:8])[CH2:5][N:4]([C:9]2[CH:14]=[CH:13][N:12]=[CH:11][C:10]=2[NH:15][C:16]([C:18]2[CH:27]=[CH:26][C:25]3[C:20](=[CH:21][C:22]([C:31]4[C:30]([F:29])=[CH:35][CH:34]=[CH:33][C:32]=4[F:36])=[CH:23][N:24]=3)[N:19]=2)=[O:17])[CH2:3]1. (2) Given the reactants [C:1]1([CH3:9])[C:2]([C:7]#[N:8])=[CH:3][CH:4]=[CH:5][CH:6]=1.[Li+].CC([N-]C(C)C)C.CN(OC)[C:20]([CH:22]1[CH2:27][CH2:26][CH2:25][CH2:24][CH2:23]1)=[O:21], predict the reaction product. The product is: [CH:22]1([C:20](=[O:21])[CH2:9][C:1]2[CH:6]=[CH:5][CH:4]=[CH:3][C:2]=2[C:7]#[N:8])[CH2:27][CH2:26][CH2:25][CH2:24][CH2:23]1.